This data is from Forward reaction prediction with 1.9M reactions from USPTO patents (1976-2016). The task is: Predict the product of the given reaction. (1) Given the reactants Cl[C:2]1[N:17]=[CH:16][CH:15]=[CH:14][C:3]=1[C:4]([NH:6][C:7]1[CH:12]=[CH:11][CH:10]=[CH:9][C:8]=1[OH:13])=[O:5].[OH-].[Na+], predict the reaction product. The product is: [N:17]1[C:2]2[O:13][C:8]3[CH:9]=[CH:10][CH:11]=[CH:12][C:7]=3[NH:6][C:4](=[O:5])[C:3]=2[CH:14]=[CH:15][CH:16]=1. (2) Given the reactants [CH:1]([NH:3][C:4]1[S:5][CH:6]=[C:7]([C:9](=[O:15])[C:10]([O:12][CH2:13][CH3:14])=[O:11])[N:8]=1)=[O:2].[Cl:16]N1C(=O)CCC1=O.O, predict the reaction product. The product is: [CH:1]([NH:3][C:4]1[S:5][C:6]([Cl:16])=[C:7]([C:9](=[O:15])[C:10]([O:12][CH2:13][CH3:14])=[O:11])[N:8]=1)=[O:2]. (3) Given the reactants Cl[C:2]1[C:7]([C:8]([O:10][CH2:11][CH3:12])=[O:9])=[CH:6][N:5]=[C:4]([Cl:13])[CH:3]=1.CC[N:16](C(C)C)[CH:17]([CH3:19])[CH3:18].CC(N)C, predict the reaction product. The product is: [Cl:13][C:4]1[CH:3]=[C:2]([NH:16][CH:17]([CH3:19])[CH3:18])[C:7]([C:8]([O:10][CH2:11][CH3:12])=[O:9])=[CH:6][N:5]=1. (4) Given the reactants [I-].[CH3:2][S+](C)(C)=O.[H-].[Na+].[H][H].[N:11]1[CH:16]=[CH:15][C:14](/[CH:17]=[CH:18]/[C:19]([O:21][CH2:22][CH3:23])=[O:20])=[CH:13][CH:12]=1, predict the reaction product. The product is: [N:11]1[CH:16]=[CH:15][C:14]([C@@H:17]2[CH2:2][C@H:18]2[C:19]([O:21][CH2:22][CH3:23])=[O:20])=[CH:13][CH:12]=1. (5) Given the reactants C(Cl)(=O)C(Cl)=O.CS(C)=O.[F:11][C:12]1[C:13]([O:31][CH3:32])=[C:14]([C:19]([CH3:30])([CH3:29])[CH2:20][C:21]([C:25]([F:28])([F:27])[F:26])([OH:24])[CH2:22][OH:23])[CH:15]=[CH:16][C:17]=1[CH3:18].C(N(CC)CC)C, predict the reaction product. The product is: [F:11][C:12]1[C:13]([O:31][CH3:32])=[C:14]([C:19]([CH3:30])([CH3:29])[CH2:20][C:21]([OH:24])([C:25]([F:28])([F:27])[F:26])[CH:22]=[O:23])[CH:15]=[CH:16][C:17]=1[CH3:18]. (6) Given the reactants [CH3:1][CH:2]([CH2:6][C:7]#[CH:8])[CH2:3][CH2:4][OH:5].[CH3:9][S:10](Cl)(=[O:12])=[O:11].C(N(CC)CC)C.Cl, predict the reaction product. The product is: [CH3:9][S:10]([O:5][CH2:4][CH2:3][CH:2]([CH3:1])[CH2:6][C:7]#[CH:8])(=[O:12])=[O:11]. (7) Given the reactants [Br:1][C:2]1[S:23][C:5]2[N:6]([CH3:22])[C:7](=[O:21])[N:8]([CH2:11][CH2:12][CH2:13][O:14][CH:15]3[CH2:20][CH2:19][CH2:18][CH2:17][O:16]3)[C:9](=[O:10])[C:4]=2[C:3]=1[CH:24]=[O:25].[Cl:26][C:27]1[CH:32]=[CH:31][C:30]([Mg]Br)=[CH:29][CH:28]=1, predict the reaction product. The product is: [Br:1][C:2]1[S:23][C:5]2[N:6]([CH3:22])[C:7](=[O:21])[N:8]([CH2:11][CH2:12][CH2:13][O:14][CH:15]3[CH2:20][CH2:19][CH2:18][CH2:17][O:16]3)[C:9](=[O:10])[C:4]=2[C:3]=1[CH:24]([C:30]1[CH:31]=[CH:32][C:27]([Cl:26])=[CH:28][CH:29]=1)[OH:25].